From a dataset of Reaction yield outcomes from USPTO patents with 853,638 reactions. Predict the reaction yield, written as a fraction of the theoretical maximum amount of product (1.0 means a 100% yield; for example, 0.34 means a 34% yield). (1) The reactants are [C:1]([O:5][C:6]([C:8]1[CH:9]=[C:10]([CH2:14][CH2:15][CH2:16][C:17]([O:19][CH3:20])=[O:18])[CH:11]=[CH:12][CH:13]=1)=[O:7])([CH3:4])([CH3:3])[CH3:2].C1C[O:24]CC1. No catalyst specified. The product is [C:1]([O:5][C:6]([C:8]1[CH:9]=[C:10]([CH2:14][CH2:15][CH:16]([OH:24])[C:17]([O:19][CH3:20])=[O:18])[CH:11]=[CH:12][CH:13]=1)=[O:7])([CH3:4])([CH3:3])[CH3:2]. The yield is 0.430. (2) The reactants are [CH3:1][O:2][C:3]1[N:8]=[CH:7][N:6]=[C:5]([CH2:9][N:10]2[C:18]3[C:13](=[N:14][CH:15]=[CH:16][CH:17]=3)[C:12]([C:19]([OH:21])=O)=[CH:11]2)[C:4]=1[CH3:22].C(N(CC)CC)C.CCCP1(OP(CCC)(=O)OP(CCC)(=O)O1)=O.[CH2:48]([CH2:50][NH2:51])[OH:49]. The catalyst is C(Cl)Cl. The product is [OH:49][CH2:48][CH2:50][NH:51][C:19]([C:12]1[C:13]2=[N:14][CH:15]=[CH:16][CH:17]=[C:18]2[N:10]([CH2:9][C:5]2[C:4]([CH3:22])=[C:3]([O:2][CH3:1])[N:8]=[CH:7][N:6]=2)[CH:11]=1)=[O:21]. The yield is -0.450. (3) The reactants are [F:1][C:2]1[CH:23]=[C:22]([NH:24][C:25](=[O:37])[CH2:26][C:27]([NH:29][C:30]2[CH:35]=[CH:34][C:33]([F:36])=[CH:32][CH:31]=2)=[O:28])[CH:21]=[CH:20][C:3]=1[O:4][C:5]1[C:10]2=[C:11]([CH3:19])[C:12]([C:14](OCC)=[O:15])=[CH:13][N:9]2[N:8]=[CH:7][N:6]=1.CC(C[AlH]CC(C)C)C. The catalyst is C1COCC1. The product is [F:1][C:2]1[CH:23]=[C:22]([NH:24][C:25](=[O:37])[CH2:26][C:27]([NH:29][C:30]2[CH:31]=[CH:32][C:33]([F:36])=[CH:34][CH:35]=2)=[O:28])[CH:21]=[CH:20][C:3]=1[O:4][C:5]1[C:10]2=[C:11]([CH3:19])[C:12]([CH2:14][OH:15])=[CH:13][N:9]2[N:8]=[CH:7][N:6]=1. The yield is 0.820. (4) No catalyst specified. The reactants are [CH3:1][C:2]1[C:6]([C:7]2[CH:16]=[C:15]3[C:10]([C:11](=O)[C:12]([N+:17]([O-:19])=[O:18])=[CH:13][NH:14]3)=[CH:9][C:8]=2[O:21][CH3:22])=[C:5]([CH3:23])[O:4][N:3]=1.O=P(Cl)(Cl)[Cl:26]. The yield is 0.634. The product is [Cl:26][C:11]1[C:10]2[C:15](=[CH:16][C:7]([C:6]3[C:2]([CH3:1])=[N:3][O:4][C:5]=3[CH3:23])=[C:8]([O:21][CH3:22])[CH:9]=2)[N:14]=[CH:13][C:12]=1[N+:17]([O-:19])=[O:18].